This data is from Catalyst prediction with 721,799 reactions and 888 catalyst types from USPTO. The task is: Predict which catalyst facilitates the given reaction. (1) Reactant: C[Al](C)C.[CH2:5]([N:7]1[CH2:12][CH2:11][N:10]([C:13]2[N:18]=[CH:17][C:16]([C:19]([O:21]C)=O)=[CH:15][N:14]=2)[CH2:9][CH:8]1[CH3:23])[CH3:6].[CH3:24][O:25][C:26]1[CH:27]=[C:28]([CH2:34][CH2:35][C:36]2[CH:37]=[C:38]([NH2:41])[NH:39][N:40]=2)[CH:29]=[C:30]([O:32][CH3:33])[CH:31]=1. Product: [CH3:33][O:32][C:30]1[CH:29]=[C:28]([CH2:34][CH2:35][C:36]2[CH:37]=[C:38]([NH:41][C:19]([C:16]3[CH:17]=[N:18][C:13]([N:10]4[CH2:11][CH2:12][N:7]([CH2:5][CH3:6])[CH:8]([CH3:23])[CH2:9]4)=[N:14][CH:15]=3)=[O:21])[NH:39][N:40]=2)[CH:27]=[C:26]([O:25][CH3:24])[CH:31]=1. The catalyst class is: 11. (2) Reactant: [NH2:1][C:2]1[CH:7]=[C:6]([C:8]2[N:12]([C:13]3[CH:14]=[C:15]([CH:21]=[CH:22][CH:23]=3)[C:16]([O:18]CC)=[O:17])[N:11]=[CH:10][CH:9]=2)[C:5]([C:24]2[CH:29]=[CH:28][C:27]([N:30]3[CH2:35][CH2:34][N:33]([CH3:36])[CH2:32][CH2:31]3)=[CH:26][C:25]=2[O:37][CH3:38])=[CH:4][N:3]=1.[OH-].[Na+].Cl. Product: [NH2:1][C:2]1[CH:7]=[C:6]([C:8]2[N:12]([C:13]3[CH:14]=[C:15]([CH:21]=[CH:22][CH:23]=3)[C:16]([OH:18])=[O:17])[N:11]=[CH:10][CH:9]=2)[C:5]([C:24]2[CH:29]=[CH:28][C:27]([N:30]3[CH2:31][CH2:32][N:33]([CH3:36])[CH2:34][CH2:35]3)=[CH:26][C:25]=2[O:37][CH3:38])=[CH:4][N:3]=1. The catalyst class is: 5.